This data is from Forward reaction prediction with 1.9M reactions from USPTO patents (1976-2016). The task is: Predict the product of the given reaction. The product is: [N+:12]([O-:15])([OH:14])=[O:13].[OH:8][C:5]1[CH:6]=[CH:7][C:2]([NH:1][C:17]([NH2:18])=[NH:16])=[C:3]([N+:12]([O-:15])=[O:13])[CH:4]=1. Given the reactants [NH2:1][C:2]1[CH:7]=[CH:6][C:5]([OH:8])=[C:4]([N+]([O-])=O)[CH:3]=1.[N+:12]([O-:15])([OH:14])=[O:13].[N:16]#[C:17][NH2:18], predict the reaction product.